Task: Binary Classification. Given a miRNA mature sequence and a target amino acid sequence, predict their likelihood of interaction.. Dataset: Experimentally validated miRNA-target interactions with 360,000+ pairs, plus equal number of negative samples (1) The miRNA is hsa-miR-4277 with sequence GCAGUUCUGAGCACAGUACAC. The protein sequence of the target gene is MASIWVGHRGTVRDYPDFSPSVDAEAIQKAIRGIGTDEKMLISILTERSNAQRQLIVKEYQAAYGKELKDDLKGDLSGHFEHLMVALVTPPAVFDAKQLKKSMKGAGTNEDALIEILTTRTSRQMKDISQAYYTVYKKSLGDDISSETSGDFRKALLTLADGRRDESLKVDEHLAKQDAQILYKAGENRWGTDEDKFTEILCLRSFPQLKLTFDEYRNISQKDIVDSIKGELSGHFEDLLLAIVNCVRNTPAFLAERLHRALKGIGTDEFTLNRIMVSRSEIDLLDIRTEFKKHYGYSLY.... Result: 0 (no interaction). (2) The miRNA is hsa-miR-195-5p with sequence UAGCAGCACAGAAAUAUUGGC. The protein sequence of the target gene is MEDSPLPDLRDIELKLGRKVPESLVRSLRGEEPVPRERDRDPCGGSGGGGGGGGGGGGCSSSSSYCSFPPSLSSSSSSSPTSGSPRGSHSSALERLETKLHLLRQEMVNLRATDVRLMRQLLVINESIESIKWMIEEKATITSRGSSLSGSLCSLLESQSTSLRGSYNSLHDGSDGLDGISVGSYLDTLADDVPGHQTPSDLDQFSDSSLIEDSQALHKRPKLDSEYYCFG. Result: 1 (interaction). (3) The miRNA is hsa-miR-3682-5p with sequence CUACUUCUACCUGUGUUAUCAU. The protein sequence of the target gene is METRPRLGATCLLGFSFLLLVISSDGHNGLGKGFGDHIHWRTLEDGKKEAAASGLPLMVIIHKSWCGACKALKPKFAESTEISELSHNFVMVNLEDEEEPKDEDFSPDGGYIPRILFLDPSGKVHPEIINENGNPSYKYFYVSAEQVVQGMKEAQERLTGDAFRKKHLEDEL. Result: 1 (interaction). (4) The miRNA is hsa-miR-515-5p with sequence UUCUCCAAAAGAAAGCACUUUCUG. The protein sequence of the target gene is MGEWTILERLLEAAVQQHSTMIGRILLTVVVIFRILIVAIVGETVYDDEQTMFVCNTLQPGCNQACYDRAFPISHIRYWVFQIIMVCTPSLCFITYSVHQSAKQRERRYSTVFLALDRDPPESIGGPGGTGGGGSGGGKREDKKLQNAIVNGVLQNTENTSKETEPDCLEVKELTPHPSGLRTASKSKLRRQEGISRFYIIQVVFRNALEIGFLVGQYFLYGFSVPGLYECNRYPCIKEVECYVSRPTEKTVFLVFMFAVSGICVVLNLAELNHLGWRKIKLAVRGAQAKRKSIYEIRNK.... Result: 0 (no interaction). (5) The miRNA is hsa-miR-6516-3p with sequence AUCAUGUAUGAUACUGCAAACA. The protein sequence of the target gene is MKTPFGKTPGQRSRADAGHAGVSANMMKKRTSHKKHRSSVGPSKPVSQPRRNIVGCRIQHGWKEGNGPVTQWKGTVLDQVPVNPSLYLIKYDGFDCVYGLELNKDERVSALEVLPDRVATSRISDAHLADTMIGKAVEHMFETEDGSKDEWRGMVLARAPVMNTWFYITYEKDPVLYMYQLLDDYKEGDLRIMPDSNDSPPAEREPGEVVDSLVGKQVEYAKEDGSKRTGMVIHQVEAKPSVYFIKFDDDFHIYVYDLVKTS. Result: 0 (no interaction). (6) The miRNA is mmu-miR-496a-3p with sequence UGAGUAUUACAUGGCCAAUCUC. The protein sequence of the target gene is MWLKPEEVLLKNALKLWLMERSNEYFVLQRRRGYGEEGGGGLTGLLVGTLDSVLDSTAKVAPFRILHQTPDSQVYLSIACGANREEITKHWDWLEQNIMKTLSVFDSNEDITNFVQGKIRGLIAEEGKQSFAKEDDPEKFREALLKFEKSFGLPEQEKLVTYYSCSYWRGRVPCQGWLYLSTNFLSFYSFLLGSEIKLIISWDAISKLEKTSTVILTESIHVCSQGENHYFSMFLHINETYLLMEQLANYAIKRLFDKETFDNDPVLDDPLQITKRGLEYRAHSEQFKAFFRLPKEETLK.... Result: 1 (interaction). (7) The miRNA is hsa-miR-377-3p with sequence AUCACACAAAGGCAACUUUUGU. Result: 0 (no interaction). The protein sequence of the target gene is MKLLWQVTVHHTWNAVLLPVVYLTAQVWILCAAIAAAASAGPQNCPSVCSCSNQFSKVVCTRRGLSEVPQGIPSNTRYLNLMENNIQMIQADTFRHLHHLEVLQLGRNSIRQIEVGAFNGLASLNTLELFDNWLTVIPSGAFEYLSKLRELWLRNNPIESIPSYAFNRVPSLMRLDLGELKKLEYISEGAFEGLFNLKYLNLGMCNIKDMPNLTPLVGLEELEMSGNHFPEIRPGSFHGLSSLKKLWVMNSQVSLIERNAFDGLASLVELNLAHNNLSSLPHDLFTPLRYLVELHLHHNP.... (8) The miRNA is mmu-miR-486a-5p with sequence UCCUGUACUGAGCUGCCCCGAG. The protein sequence of the target gene is MSAQTASGPTEDQVEILEYNFNKVNKHPDPTTLCLIAAEAGLTEEQTQKWFKQRLAEWRRSEGLPSECRSVTD. Result: 0 (no interaction).